The task is: Predict the reaction yield, written as a fraction of the theoretical maximum amount of product (1.0 means a 100% yield; for example, 0.34 means a 34% yield).. This data is from Reaction yield outcomes from USPTO patents with 853,638 reactions. (1) The reactants are [CH3:1][N:2]1[C:10]([CH:11]=O)=[N:9][C:8]2[C:3]1=[N:4][C:5]([N:19]1[C:23]3[CH:24]=[CH:25][CH:26]=[CH:27][C:22]=3[N:21]=[C:20]1[CH3:28])=[N:6][C:7]=2[N:13]1[CH2:18][CH2:17][O:16][CH2:15][CH2:14]1.[CH2:29]1[C:32]2([CH2:37][CH2:36][NH:35][CH2:34][CH2:33]2)[CH2:31][CH:30]1[OH:38].C(OC)(OC)OC.C(O)(=O)C.C(O[BH-](OC(=O)C)OC(=O)C)(=O)C.[Na+]. The catalyst is ClCCCl. The product is [CH3:1][N:2]1[C:10]([CH2:11][N:35]2[CH2:36][CH2:37][C:32]3([CH2:31][CH:30]([OH:38])[CH2:29]3)[CH2:33][CH2:34]2)=[N:9][C:8]2[C:3]1=[N:4][C:5]([N:19]1[C:23]3[CH:24]=[CH:25][CH:26]=[CH:27][C:22]=3[N:21]=[C:20]1[CH3:28])=[N:6][C:7]=2[N:13]1[CH2:14][CH2:15][O:16][CH2:17][CH2:18]1. The yield is 0.450. (2) The reactants are CC(C)([O-])C.[K+].[CH3:7][C:8]1[CH:13]=[CH:12][N:11]=[CH:10][C:9]=1[NH2:14].[C:15](=O)([O:18]C)[O:16][CH3:17].O. The catalyst is O1CCCC1.C(OCC)(=O)C. The yield is 0.740. The product is [CH3:7][C:8]1[CH:13]=[CH:12][N:11]=[CH:10][C:9]=1[NH:14][C:15](=[O:18])[O:16][CH3:17]. (3) The reactants are CS[C:3]([S:9][CH3:10])=[C:4]([C:7]#[N:8])[C:5]#[N:6].[C:11]([C:15]1[CH:21]=[CH:20][C:18]([NH2:19])=[CH:17][CH:16]=1)([CH3:14])([CH3:13])[CH3:12]. The catalyst is CCO. The product is [C:11]([C:15]1[CH:16]=[CH:17][C:18]([NH:19][C:3](=[C:4]([C:7]#[N:8])[C:5]#[N:6])[S:9][CH3:10])=[CH:20][CH:21]=1)([CH3:14])([CH3:12])[CH3:13]. The yield is 0.535. (4) No catalyst specified. The yield is 0.852. The product is [Cl:1][C:2]1[N:10]=[C:9]([Cl:11])[CH:8]=[CH:7][C:3]=1[C:4]([O:6][CH2:17][CH3:18])=[O:5]. The reactants are [Cl:1][C:2]1[N:10]=[C:9]([Cl:11])[CH:8]=[CH:7][C:3]=1[C:4]([OH:6])=[O:5].OS(O)(=O)=O.[CH3:17][CH2:18]O. (5) The reactants are [CH3:1][C:2]1([CH3:16])[C:6]([CH3:8])([CH3:7])[O:5][B:4]([C:9]2[CH:14]=[CH:13][C:12]([OH:15])=[CH:11][CH:10]=2)[O:3]1.[Cl:17][C:18]1[CH:23]=[CH:22][CH:21]=[C:20]([Cl:24])[C:19]=1[C:25]1[C:29]([CH2:30]O)=[C:28]([CH:32]([CH3:34])[CH3:33])[O:27][N:26]=1.C1(P(C2C=CC=CC=2)C2C=CC=CC=2)C=CC=CC=1.CC(OC(/N=N/C(OC(C)C)=O)=O)C. The catalyst is ClCCl. The product is [Cl:24][C:20]1[CH:21]=[CH:22][CH:23]=[C:18]([Cl:17])[C:19]=1[C:25]1[C:29]([CH2:30][O:15][C:12]2[CH:13]=[CH:14][C:9]([B:4]3[O:3][C:2]([CH3:16])([CH3:1])[C:6]([CH3:7])([CH3:8])[O:5]3)=[CH:10][CH:11]=2)=[C:28]([CH:32]([CH3:34])[CH3:33])[O:27][N:26]=1. The yield is 0.550.